From a dataset of Forward reaction prediction with 1.9M reactions from USPTO patents (1976-2016). Predict the product of the given reaction. (1) The product is: [CH3:29][N:30]([CH3:31])[CH2:2][CH2:3][C:4]([NH:6][C:7]1[CH:20]=[CH:19][C:18]2[C:17](=[O:21])[C:16]3[C:11](=[CH:12][C:13]([NH:22][C:23](=[O:27])[CH2:24][CH2:25][N:32]([CH3:37])[CH3:33])=[CH:14][CH:15]=3)[C:10](=[O:28])[C:9]=2[CH:8]=1)=[O:5]. Given the reactants Cl[CH2:2][CH2:3][C:4]([NH:6][C:7]1[CH:20]=[CH:19][C:18]2[C:17](=[O:21])[C:16]3[C:11](=[CH:12][C:13]([NH:22][C:23](=[O:27])[CH2:24][CH2:25]Cl)=[CH:14][CH:15]=3)[C:10](=[O:28])[C:9]=2[CH:8]=1)=[O:5].[CH3:29][NH:30][CH3:31].[N:32]1[CH:37]=CC=C[CH:33]=1, predict the reaction product. (2) Given the reactants [Br:1]Br.[Si:3]([O:20][C:21]1[C:29]2[C:24](=[CH:25][N:26]=[CH:27][CH:28]=2)[O:23][CH:22]=1)([C:16]([CH3:19])([CH3:18])[CH3:17])([C:10]1[CH:15]=[CH:14][CH:13]=[CH:12][CH:11]=1)[C:4]1[CH:9]=[CH:8][CH:7]=[CH:6][CH:5]=1, predict the reaction product. The product is: [Br:1][C:22]1[O:23][C:24]2=[CH:25][N:26]=[CH:27][CH:28]=[C:29]2[C:21]=1[O:20][Si:3]([C:16]([CH3:19])([CH3:17])[CH3:18])([C:4]1[CH:9]=[CH:8][CH:7]=[CH:6][CH:5]=1)[C:10]1[CH:15]=[CH:14][CH:13]=[CH:12][CH:11]=1. (3) Given the reactants [Br:1][C:2]1[CH:3]=[C:4]([CH:19]=[C:20]([CH2:22][O:23][C:24]2[CH:29]=[CH:28][CH:27]=[CH:26][C:25]=2[CH2:30][C:31]([O:33][C:34]([CH3:37])([CH3:36])[CH3:35])=[O:32])[CH:21]=1)[CH:5]=[CH:6][CH:7]1[CH2:11][CH2:10][CH2:9][N:8]1C(OC(C)(C)C)=O.S(=O)(=O)(O)O, predict the reaction product. The product is: [Br:1][C:2]1[CH:21]=[C:20]([CH:19]=[C:4]([CH:5]=[CH:6][CH:7]2[CH2:11][CH2:10][CH2:9][NH:8]2)[CH:3]=1)[CH2:22][O:23][C:24]1[CH:29]=[CH:28][CH:27]=[CH:26][C:25]=1[CH2:30][C:31]([O:33][C:34]([CH3:37])([CH3:36])[CH3:35])=[O:32].